Dataset: Forward reaction prediction with 1.9M reactions from USPTO patents (1976-2016). Task: Predict the product of the given reaction. (1) Given the reactants [CH2:1]([N:3]1[C:15]2[CH:14]=[CH:13][C:12]([CH:16]=O)=[CH:11][C:10]=2[C:9]2[C:4]1=[CH:5][CH:6]=[CH:7][CH:8]=2)[CH3:2].[NH:18]1[CH2:23][CH2:22][CH:21]([C:24]2[CH:29]=[CH:28][C:27]([NH:30][C:31](=[O:35])[CH2:32][CH2:33][CH3:34])=[CH:26][CH:25]=2)[CH2:20][CH2:19]1, predict the reaction product. The product is: [CH2:1]([N:3]1[C:15]2[CH:14]=[CH:13][C:12]([CH2:16][N:18]3[CH2:23][CH2:22][CH:21]([C:24]4[CH:29]=[CH:28][C:27]([NH:30][C:31](=[O:35])[CH2:32][CH2:33][CH3:34])=[CH:26][CH:25]=4)[CH2:20][CH2:19]3)=[CH:11][C:10]=2[C:9]2[C:4]1=[CH:5][CH:6]=[CH:7][CH:8]=2)[CH3:2]. (2) Given the reactants [Si:1]([O:8][CH2:9][C:10]1[N:11]([CH3:33])[C:12]2[C:17]([CH:18]=1)=[CH:16][C:15]1[C:19](=[O:32])[CH:20]=[CH:21][CH2:22][CH2:23][N:24]([C:25]([O:27][C:28]([CH3:31])([CH3:30])[CH3:29])=[O:26])[C:14]=1[CH:13]=2)([C:4]([CH3:7])([CH3:6])[CH3:5])([CH3:3])[CH3:2], predict the reaction product. The product is: [Si:1]([O:8][CH2:9][C:10]1[N:11]([CH3:33])[C:12]2[C:17]([CH:18]=1)=[CH:16][C:15]1[C:19](=[O:32])[CH2:20][CH2:21][CH2:22][CH2:23][N:24]([C:25]([O:27][C:28]([CH3:31])([CH3:30])[CH3:29])=[O:26])[C:14]=1[CH:13]=2)([C:4]([CH3:7])([CH3:5])[CH3:6])([CH3:3])[CH3:2]. (3) Given the reactants [CH3:1][C:2]1([CH3:19])[CH2:7][N:6]([C:8]2[CH:13]=[CH:12][CH:11]=[CH:10][CH:9]=2)[CH:5]([CH2:14][C:15]([OH:17])=O)[C:4](=[O:18])[O:3]1.C(N(C(C)C)CC)(C)C.CN(C(ON1N=NC2C=CC=NC1=2)=[N+](C)C)C.F[P-](F)(F)(F)(F)F.[CH:53]([C:56]1[CH:62]=[CH:61][C:59]([NH2:60])=[CH:58][CH:57]=1)([CH3:55])[CH3:54], predict the reaction product. The product is: [CH3:19][C:2]1([CH3:1])[CH2:7][N:6]([C:8]2[CH:9]=[CH:10][CH:11]=[CH:12][CH:13]=2)[CH:5]([CH2:14][C:15]([NH:60][C:59]2[CH:61]=[CH:62][C:56]([CH:53]([CH3:55])[CH3:54])=[CH:57][CH:58]=2)=[O:17])[C:4](=[O:18])[O:3]1. (4) Given the reactants [Cl-].[Cl-].[Cl-].[Al+3].[CH3:5][C:6]1[CH:13]=[CH:12][CH:11]=[CH:10][C:7]=1[CH:8]=[O:9].[Br:14]Br, predict the reaction product. The product is: [Br:14][C:11]1[CH:12]=[CH:13][C:6]([CH3:5])=[C:7]([CH:10]=1)[CH:8]=[O:9]. (5) Given the reactants C[O:2][C:3](=[O:27])[CH2:4][CH2:5][NH:6][C:7]([C:9]1[S:10][C:11]([CH:14]([O:17][C:18]2[CH:23]=[C:22]([CH3:24])[C:21](I)=[C:20]([CH3:26])[CH:19]=2)[CH2:15][CH3:16])=[CH:12][CH:13]=1)=[O:8].[C:28]([C:32]1[CH:37]=[CH:36][C:35](B(O)O)=[CH:34][CH:33]=1)([CH3:31])([CH3:30])[CH3:29], predict the reaction product. The product is: [C:28]([C:32]1[CH:37]=[CH:36][C:35]([C:21]2[C:22]([CH3:24])=[CH:23][C:18]([O:17][CH:14]([C:11]3[S:10][C:9]([C:7]([NH:6][CH2:5][CH2:4][C:3]([OH:2])=[O:27])=[O:8])=[CH:13][CH:12]=3)[CH2:15][CH3:16])=[CH:19][C:20]=2[CH3:26])=[CH:34][CH:33]=1)([CH3:31])([CH3:30])[CH3:29].